Dataset: Peptide-MHC class I binding affinity with 185,985 pairs from IEDB/IMGT. Task: Regression. Given a peptide amino acid sequence and an MHC pseudo amino acid sequence, predict their binding affinity value. This is MHC class I binding data. (1) The peptide sequence is EDFEIFYNL. The MHC is HLA-B08:01 with pseudo-sequence HLA-B08:01. The binding affinity (normalized) is 0.213. (2) The peptide sequence is ATYGWNLVK. The MHC is HLA-A03:01 with pseudo-sequence HLA-A03:01. The binding affinity (normalized) is 0.905.